Dataset: Catalyst prediction with 721,799 reactions and 888 catalyst types from USPTO. Task: Predict which catalyst facilitates the given reaction. (1) Reactant: C(N1[C:17](=[O:18])[C:16]2[C:11](=[CH:12][CH:13]=[C:14](C(O)=O)[CH:15]=2)N(C)C1=O)C1C=CC=CC=1.S(Cl)(Cl)=[O:25].C1[CH2:32][O:31]CC1.C(N(CC)CC)C. Product: [CH2:17]([OH:18])[C:16]1[CH:11]=[CH:12][C:13]2[O:31][CH2:32][O:25][C:14]=2[CH:15]=1. The catalyst class is: 4. (2) Reactant: [Cl:1][C:2]1[CH:7]=[N:6][C:5](SC)=[CH:4][N:3]=1.O[O:11][S:12]([O-:14])=O.[K+].[CH3:16]O. Product: [Cl:1][C:2]1[CH:7]=[N:6][C:5]([S:12]([CH3:16])(=[O:14])=[O:11])=[CH:4][N:3]=1. The catalyst class is: 6. (3) Reactant: [NH2:1][C:2]1[CH:7]=[C:6]([C:8]([CH3:11])([CH3:10])[CH3:9])[CH:5]=[CH:4][N:3]=1.[C:12]([O:16][C:17]([N:19]1[CH2:24][CH2:23][CH:22]([CH2:25][C:26](Br)=O)[CH2:21][CH2:20]1)=[O:18])([CH3:15])([CH3:14])[CH3:13]. Product: [C:12]([O:16][C:17]([N:19]1[CH2:24][CH2:23][CH:22]([C:25]2[N:3]3[CH:4]=[CH:5][C:6]([C:8]([CH3:11])([CH3:10])[CH3:9])=[CH:7][C:2]3=[N:1][CH:26]=2)[CH2:21][CH2:20]1)=[O:18])([CH3:15])([CH3:14])[CH3:13]. The catalyst class is: 8. (4) Reactant: [OH:1][CH2:2][CH2:3][CH2:4][CH2:5][C:6]1[O:10][N:9]=[C:8]([C:11]([O:13][CH2:14][CH3:15])=[O:12])[CH:7]=1.[CH2:16](Br)[C:17]1[CH:22]=[CH:21][CH:20]=[CH:19][CH:18]=1.[H-].[Na+].Cl. Product: [CH2:16]([O:1][CH2:2][CH2:3][CH2:4][CH2:5][C:6]1[O:10][N:9]=[C:8]([C:11]([O:13][CH2:14][CH3:15])=[O:12])[CH:7]=1)[C:17]1[CH:22]=[CH:21][CH:20]=[CH:19][CH:18]=1. The catalyst class is: 9. (5) Reactant: [CH3:1][O:2][C:3]1[CH:4]=[C:5]([C:11]2[O:12][C:13]3[C:18]([C:19](=[O:23])[C:20]=2[O:21][CH3:22])=[C:17]([OH:24])[C:16]([I:25])=[C:15]([O:26][CH3:27])[CH:14]=3)[CH:6]=[CH:7][C:8]=1[O:9][CH3:10].[C:28](=O)([O-])[O-].[K+].[K+].COS(OC)(=O)=O. Product: [CH3:1][O:2][C:3]1[CH:4]=[C:5]([C:11]2[O:12][C:13]3[C:18]([C:19](=[O:23])[C:20]=2[O:21][CH3:22])=[C:17]([O:24][CH3:28])[C:16]([I:25])=[C:15]([O:26][CH3:27])[CH:14]=3)[CH:6]=[CH:7][C:8]=1[O:9][CH3:10]. The catalyst class is: 1. (6) Reactant: [C:1]([O:5][C:6](=[O:20])[NH:7][C@H:8]1[C:14](=[O:15])[NH:13][C:12]2[CH:16]=[CH:17][CH:18]=[CH:19][C:11]=2[NH:10][CH2:9]1)([CH3:4])([CH3:3])[CH3:2].C[Si]([N-][Si](C)(C)C)(C)C.[K+].[F:31][C:32]([F:43])([F:42])[CH2:33]OS(C(F)(F)F)(=O)=O. Product: [C:1]([O:5][C:6](=[O:20])[NH:7][C@H:8]1[C:14](=[O:15])[N:13]([CH2:33][C:32]([F:43])([F:42])[F:31])[C:12]2[CH:16]=[CH:17][CH:18]=[CH:19][C:11]=2[NH:10][CH2:9]1)([CH3:4])([CH3:2])[CH3:3]. The catalyst class is: 133. (7) Reactant: [C:1]([C:4]1[N:5]=[C:6]([N:9]2[CH2:12][CH:11](OS(C)(=O)=O)[CH2:10]2)[O:7][CH:8]=1)(=[O:3])[NH2:2].[C:18]([O-:21])(=[S:20])[CH3:19].[K+]. Product: [C:18]([S:20][CH:11]1[CH2:10][N:9]([C:6]2[O:7][CH:8]=[C:4]([C:1](=[O:3])[NH2:2])[N:5]=2)[CH2:12]1)(=[O:21])[CH3:19]. The catalyst class is: 9. (8) Reactant: COC[O:4][C:5]1[C:6]([C:19]2[CH:20]=[C:21]([C:25](=[CH2:29])[C:26]([OH:28])=[O:27])[CH:22]=[CH:23][CH:24]=2)=[CH:7][C:8]2[C:9]([CH3:18])([CH3:17])[CH2:10][CH2:11][C:12]([CH3:16])([CH3:15])[C:13]=2[CH:14]=1.CO.[CH2:32]1COCC1.S(=O)(=O)(O)O. Product: [OH:4][C:5]1[C:6]([C:19]2[CH:20]=[C:21]([C:25](=[CH2:29])[C:26]([O:28][CH3:32])=[O:27])[CH:22]=[CH:23][CH:24]=2)=[CH:7][C:8]2[C:9]([CH3:18])([CH3:17])[CH2:10][CH2:11][C:12]([CH3:15])([CH3:16])[C:13]=2[CH:14]=1. The catalyst class is: 6. (9) The catalyst class is: 26. Product: [C:1]([CH2:3][C:4]1[CH:25]=[CH:24][C:7]([CH2:8][C:9]2([CH2:22][NH:39][C@@H:37]3[CH2:38][C@H:36]3[C:30]3[CH:35]=[CH:34][CH:33]=[CH:32][CH:31]=3)[CH2:14][CH2:13][N:12]([C:15]([O:17][C:18]([CH3:21])([CH3:20])[CH3:19])=[O:16])[CH2:11][CH2:10]2)=[CH:6][CH:5]=1)#[N:2]. Reactant: [C:1]([CH2:3][C:4]1[CH:25]=[CH:24][C:7]([CH2:8][C:9]2([CH:22]=O)[CH2:14][CH2:13][N:12]([C:15]([O:17][C:18]([CH3:21])([CH3:20])[CH3:19])=[O:16])[CH2:11][CH2:10]2)=[CH:6][CH:5]=1)#[N:2].C(O)(=O)C.[C:30]1([C@@H:36]2[CH2:38][C@H:37]2[NH2:39])[CH:35]=[CH:34][CH:33]=[CH:32][CH:31]=1.C(O[BH-](OC(=O)C)OC(=O)C)(=O)C.[Na+].